This data is from Full USPTO retrosynthesis dataset with 1.9M reactions from patents (1976-2016). The task is: Predict the reactants needed to synthesize the given product. (1) Given the product [NH2:14][CH:15]([CH2:40][C:41]1[CH:42]=[CH:43][C:44]([Cl:47])=[CH:45][CH:46]=1)[C:16]([N:17]1[CH2:22][CH2:21][N:20]([C:23]2[C:32]3[C:27](=[CH:28][CH:29]=[C:30]([C:33]4[CH:38]=[CH:37][CH:36]=[CH:35][CH:34]=4)[CH:31]=3)[N:26]=[CH:25][N:24]=2)[CH2:19][CH2:18]1)=[O:39], predict the reactants needed to synthesize it. The reactants are: FC(F)(F)C(O)=O.C(OC(=O)[NH:14][CH:15]([CH2:40][C:41]1[CH:46]=[CH:45][C:44]([Cl:47])=[CH:43][CH:42]=1)[C:16](=[O:39])[N:17]1[CH2:22][CH2:21][N:20]([C:23]2[C:32]3[C:27](=[CH:28][CH:29]=[C:30]([C:33]4[CH:38]=[CH:37][CH:36]=[CH:35][CH:34]=4)[CH:31]=3)[N:26]=[CH:25][N:24]=2)[CH2:19][CH2:18]1)(C)(C)C. (2) Given the product [F:1][C:2]1[CH:7]=[CH:6][C:5]([C:8]2[N:17]=[C:16]([C:18]([N:27]3[CH2:26][CH2:25][C:24]4[C:29](=[CH:30][CH:31]=[C:32]([O:33][CH3:34])[C:23]=4[OH:22])[CH2:28]3)=[O:20])[C:15]3[C:10](=[CH:11][CH:12]=[CH:13][CH:14]=3)[N:9]=2)=[CH:4][CH:3]=1, predict the reactants needed to synthesize it. The reactants are: [F:1][C:2]1[CH:7]=[CH:6][C:5]([C:8]2[N:17]=[C:16]([C:18]([OH:20])=O)[C:15]3[C:10](=[CH:11][CH:12]=[CH:13][CH:14]=3)[N:9]=2)=[CH:4][CH:3]=1.Cl.[OH:22][C:23]1[C:32]([O:33][CH3:34])=[CH:31][CH:30]=[C:29]2[C:24]=1[CH2:25][CH2:26][NH:27][CH2:28]2.F[P-](F)(F)(F)(F)F.N1(OC(N(C)C)=[N+](C)C)C2N=CC=CC=2N=N1.CCN(C(C)C)C(C)C. (3) Given the product [CH3:73][N:74]([CH3:79])[CH2:75][CH2:76][CH2:77][O:1][C:2]1[CH:10]=[CH:9][C:8]([C:11]2[N:12]([C:27]([O:29][C:30]([CH3:31])([CH3:33])[CH3:32])=[O:28])[C:13]3[C:18]([CH:19]=2)=[CH:17][C:16]([CH2:20][N:21]2[CH2:26][CH2:25][CH2:24][CH2:23][CH2:22]2)=[CH:15][CH:14]=3)=[C:7]2[C:3]=1[CH2:4][NH:5][C:6]2=[O:34], predict the reactants needed to synthesize it. The reactants are: [OH:1][C:2]1[CH:10]=[CH:9][C:8]([C:11]2[N:12]([C:27]([O:29][C:30]([CH3:33])([CH3:32])[CH3:31])=[O:28])[C:13]3[C:18]([CH:19]=2)=[CH:17][C:16]([CH2:20][N:21]2[CH2:26][CH2:25][CH2:24][CH2:23][CH2:22]2)=[CH:15][CH:14]=3)=[C:7]2[C:3]=1[CH2:4][NH:5][C:6]2=[O:34].C1(P(C2C=CC=CC=2)C2C=CC=CC=2)C=CC=CC=1.CCOC(/N=N/C(OCC)=O)=O.C1(C)C=CC=CC=1.[CH3:73][N:74]([CH3:79])[CH2:75][CH2:76][CH2:77]O. (4) Given the product [Cl:9][C:10]1[CH:11]=[C:12]2[C:16](=[CH:17][CH:18]=1)[N:15]([CH2:19][C:20]([OH:22])=[O:21])[C:14]([CH2:23][S:36][CH3:35])=[C:13]2[C:24]1[C:33]2[C:28](=[CH:29][C:30]([Cl:34])=[CH:31][CH:32]=2)[N:27]=[CH:26][CH:25]=1, predict the reactants needed to synthesize it. The reactants are: BrN1C(=O)CCC1=O.[Cl:9][C:10]1[CH:11]=[C:12]2[C:16](=[CH:17][CH:18]=1)[N:15]([CH2:19][C:20]([OH:22])=[O:21])[C:14]([CH3:23])=[C:13]2[C:24]1[C:33]2[C:28](=[CH:29][C:30]([Cl:34])=[CH:31][CH:32]=2)[N:27]=[CH:26][CH:25]=1.[CH3:35][S-:36].[Na+]. (5) Given the product [CH3:48][O:49][C:50](=[O:57])[C:51]([NH:56][C:45]([C:36]1[CH:35]=[N:34][C:33]([NH:32][CH:26]2[CH2:31][CH2:30][CH2:29][CH2:28][CH2:27]2)=[C:38]([O:39][CH2:40][C:41]([F:43])([F:44])[F:42])[N:37]=1)=[O:46])([CH2:54][CH3:55])[CH2:52][CH3:53], predict the reactants needed to synthesize it. The reactants are: OC[C@@H](NC(C1C=NC(N2CCCC2)=C(OCCC)N=1)=O)CC(C)C.[CH:26]1([NH:32][C:33]2[N:34]=[CH:35][C:36]([C:45](O)=[O:46])=[N:37][C:38]=2[O:39][CH2:40][C:41]([F:44])([F:43])[F:42])[CH2:31][CH2:30][CH2:29][CH2:28][CH2:27]1.[CH3:48][O:49][C:50](=[O:57])[C:51]([NH2:56])([CH2:54][CH3:55])[CH2:52][CH3:53].